Task: Predict which catalyst facilitates the given reaction.. Dataset: Catalyst prediction with 721,799 reactions and 888 catalyst types from USPTO Reactant: [CH3:1][CH:2]([CH2:11][CH2:12]O)[CH2:3][CH2:4][C:5]1[CH:10]=[CH:9][CH:8]=[CH:7][CH:6]=1.C1(P(C2C=CC=CC=2)C2C=CC=CC=2)C=CC=CC=1.N1C=CC=CC=1.[I:39]I.Cl. Product: [I:39][CH2:12][CH2:11][CH:2]([CH3:1])[CH2:3][CH2:4][C:5]1[CH:10]=[CH:9][CH:8]=[CH:7][CH:6]=1. The catalyst class is: 4.